This data is from Full USPTO retrosynthesis dataset with 1.9M reactions from patents (1976-2016). The task is: Predict the reactants needed to synthesize the given product. (1) Given the product [C:1]([O:5][C:6]([N:8]1[CH2:13][CH2:12][CH2:11][CH:10]([C:14]2[N:17]=[C:27]([C:19]3[NH:18][C:26]4[C:21]([CH:20]=3)=[CH:22][CH:23]=[CH:24][CH:25]=4)[O:16][N:15]=2)[CH2:9]1)=[O:7])([CH3:4])([CH3:2])[CH3:3], predict the reactants needed to synthesize it. The reactants are: [C:1]([O:5][C:6]([N:8]1[CH2:13][CH2:12][CH2:11][CH:10]([C:14](=[NH:17])[NH:15][OH:16])[CH2:9]1)=[O:7])([CH3:4])([CH3:3])[CH3:2].[NH:18]1[C:26]2[C:21](=[CH:22][CH:23]=[CH:24][CH:25]=2)[CH:20]=[C:19]1[C:27](O)=O.C1C=CC2N(O)N=NC=2C=1.CCN=C=NCCCN(C)C.Cl.CCN(C(C)C)C(C)C. (2) Given the product [CH3:14][O:1][C@H:2]1[O:10][CH:9]([CH2:11][OH:12])[C@H:7]([OH:8])[C@@H:5]([OH:6])[C@@H:3]1[OH:4], predict the reactants needed to synthesize it. The reactants are: [O:1]=[CH:2][C@@H:3]([C@H:5]([C@@H:7]([C@@H:9]([CH2:11][OH:12])[OH:10])[OH:8])[OH:6])[OH:4].Cl.[CH3:14]O.